This data is from Forward reaction prediction with 1.9M reactions from USPTO patents (1976-2016). The task is: Predict the product of the given reaction. (1) The product is: [Br:17][C:8]1[C:2]([F:1])=[CH:3][C:4]([NH2:5])=[CH:6][C:7]=1[F:9]. Given the reactants [F:1][C:2]1[CH:3]=[C:4]([CH:6]=[C:7]([F:9])[CH:8]=1)[NH2:5].C1C(=O)N([Br:17])C(=O)C1, predict the reaction product. (2) Given the reactants ClCCl.C1(P(C2C=CC=CC=2)C2C=CC=CC=2)C=CC=CC=1.[C:23]([O:31][CH2:32][C@@H:33]1[C@@H:37]([O:38][C:39](=[O:46])[C:40]2[CH:45]=[CH:44][CH:43]=[CH:42][CH:41]=2)[C@:36]([F:48])([CH3:47])[C@H:35](O)[O:34]1)(=[O:30])[C:24]1[CH:29]=[CH:28][CH:27]=[CH:26][CH:25]=1.C(Br)(Br)(Br)[Br:51], predict the reaction product. The product is: [C:23]([O:31][CH2:32][C@@H:33]1[C@@H:37]([O:38][C:39](=[O:46])[C:40]2[CH:45]=[CH:44][CH:43]=[CH:42][CH:41]=2)[C@:36]([F:48])([CH3:47])[C@@H:35]([Br:51])[O:34]1)(=[O:30])[C:24]1[CH:29]=[CH:28][CH:27]=[CH:26][CH:25]=1. (3) Given the reactants [CH3:1][N:2]1[C:6]2=[CH:7][CH:8]=[C:9]3[C:14]([N:13]=[C:12]([C:15]4[CH:21]=[CH:20][C:18]([NH2:19])=[CH:17][CH:16]=4)[N:11]=[C:10]3[N:22]3[CH2:27][CH2:26][O:25][CH2:24][CH2:23]3)=[C:5]2[CH:4]=[CH:3]1.Cl[C:29](Cl)([O:31]C(=O)OC(Cl)(Cl)Cl)Cl.[CH3:40][O:41][CH2:42][CH2:43][NH2:44], predict the reaction product. The product is: [CH3:40][O:41][CH2:42][CH2:43][NH:44][C:29]([NH:19][C:18]1[CH:17]=[CH:16][C:15]([C:12]2[N:11]=[C:10]([N:22]3[CH2:27][CH2:26][O:25][CH2:24][CH2:23]3)[C:9]3[C:14](=[C:5]4[CH:4]=[CH:3][N:2]([CH3:1])[C:6]4=[CH:7][CH:8]=3)[N:13]=2)=[CH:21][CH:20]=1)=[O:31]. (4) Given the reactants [N+:1]([C:4]1[CH:5]=[C:6]2[C:10](=[CH:11][CH:12]=1)[N:9]([C:13]([C:26]1[CH:31]=[CH:30][CH:29]=[CH:28][CH:27]=1)([C:20]1[CH:25]=[CH:24][CH:23]=[CH:22][CH:21]=1)[C:14]1[CH:19]=[CH:18][CH:17]=[CH:16][CH:15]=1)[N:8]=[C:7]2[C:32]1[O:40][C:39]2[CH:38]=[CH:37][N:36]=[CH:35][C:34]=2[CH:33]=1)([O-])=O, predict the reaction product. The product is: [NH2:1][C:4]1[CH:5]=[C:6]2[C:10](=[CH:11][CH:12]=1)[N:9]([C:13]([C:20]1[CH:25]=[CH:24][CH:23]=[CH:22][CH:21]=1)([C:26]1[CH:27]=[CH:28][CH:29]=[CH:30][CH:31]=1)[C:14]1[CH:19]=[CH:18][CH:17]=[CH:16][CH:15]=1)[N:8]=[C:7]2[C:32]1[O:40][C:39]2[CH:38]=[CH:37][N:36]=[CH:35][C:34]=2[CH:33]=1. (5) Given the reactants Br[C:2]1[N:6]2[N:7]=[C:8]([NH:11][CH2:12][CH2:13][CH2:14][CH3:15])[CH:9]=[CH:10][C:5]2=[N:4][CH:3]=1.[CH:16]([C:18]1[CH:23]=[CH:22][C:21](B(O)O)=[CH:20][CH:19]=1)=[O:17].P([O-])([O-])([O-])=O.[K+].[K+].[K+], predict the reaction product. The product is: [CH2:12]([NH:11][C:8]1[CH:9]=[CH:10][C:5]2[N:6]([C:2]([C:21]3[CH:22]=[CH:23][C:18]([CH:16]=[O:17])=[CH:19][CH:20]=3)=[CH:3][N:4]=2)[N:7]=1)[CH2:13][CH2:14][CH3:15].